This data is from NCI-60 drug combinations with 297,098 pairs across 59 cell lines. The task is: Regression. Given two drug SMILES strings and cell line genomic features, predict the synergy score measuring deviation from expected non-interaction effect. (1) Drug 1: CNC(=O)C1=CC=CC=C1SC2=CC3=C(C=C2)C(=NN3)C=CC4=CC=CC=N4. Drug 2: C1=NC(=NC(=O)N1C2C(C(C(O2)CO)O)O)N. Cell line: SF-295. Synergy scores: CSS=9.02, Synergy_ZIP=-3.39, Synergy_Bliss=-1.80, Synergy_Loewe=-0.191, Synergy_HSA=-0.487. (2) Drug 1: CN(CC1=CN=C2C(=N1)C(=NC(=N2)N)N)C3=CC=C(C=C3)C(=O)NC(CCC(=O)O)C(=O)O. Drug 2: CCCCCOC(=O)NC1=NC(=O)N(C=C1F)C2C(C(C(O2)C)O)O. Cell line: HCT116. Synergy scores: CSS=26.8, Synergy_ZIP=-6.62, Synergy_Bliss=-13.8, Synergy_Loewe=-44.1, Synergy_HSA=-13.3. (3) Drug 1: C1=C(C(=O)NC(=O)N1)F. Drug 2: CC1=C(C(=O)C2=C(C1=O)N3CC4C(C3(C2COC(=O)N)OC)N4)N. Cell line: HT29. Synergy scores: CSS=46.1, Synergy_ZIP=-5.53, Synergy_Bliss=-4.89, Synergy_Loewe=0.489, Synergy_HSA=2.29. (4) Drug 1: CN(C)C1=NC(=NC(=N1)N(C)C)N(C)C. Drug 2: C1=CC=C(C=C1)NC(=O)CCCCCCC(=O)NO. Cell line: K-562. Synergy scores: CSS=-2.67, Synergy_ZIP=-6.78, Synergy_Bliss=-0.536, Synergy_Loewe=-37.3, Synergy_HSA=-4.02. (5) Drug 1: C1=CC(=C2C(=C1NCCNCCO)C(=O)C3=C(C=CC(=C3C2=O)O)O)NCCNCCO. Drug 2: CCCCCOC(=O)NC1=NC(=O)N(C=C1F)C2C(C(C(O2)C)O)O. Cell line: T-47D. Synergy scores: CSS=33.7, Synergy_ZIP=-1.80, Synergy_Bliss=3.26, Synergy_Loewe=-39.4, Synergy_HSA=3.30.